Dataset: Acute oral toxicity (LD50) regression data from Zhu et al.. Task: Regression/Classification. Given a drug SMILES string, predict its toxicity properties. Task type varies by dataset: regression for continuous values (e.g., LD50, hERG inhibition percentage) or binary classification for toxic/non-toxic outcomes (e.g., AMES mutagenicity, cardiotoxicity, hepatotoxicity). Dataset: ld50_zhu. (1) The drug is O=[N+]([O-])c1c(Br)ccc2[nH]c(C(F)(F)F)nc12. The rat oral LD50 is 4.36, given as -log10 of the dose in mol/kg body weight (higher means more acutely toxic). (2) The drug is ClCC1CO1. The rat oral LD50 is 3.01, given as -log10 of the dose in mol/kg body weight (higher means more acutely toxic). (3) The drug is CCCC1OC1(CC)CO. The rat oral LD50 is 1.46, given as -log10 of the dose in mol/kg body weight (higher means more acutely toxic). (4) The molecule is COC(C=Cc1ccccc1)OC. The rat oral LD50 is 1.68, given as -log10 of the dose in mol/kg body weight (higher means more acutely toxic). (5) The molecule is Cc1[nH]c(=O)[nH]c(=O)c1CO. The rat oral LD50 is 1.50, given as -log10 of the dose in mol/kg body weight (higher means more acutely toxic). (6) The molecule is CCCC1CC(C(=O)NC(C(C)O)C2OC(SC)C(O)C(O)C2O)N(C)C1. The rat oral LD50 is 2.61, given as -log10 of the dose in mol/kg body weight (higher means more acutely toxic). (7) The drug is CC(C)(C)NCC(O)COc1ccccc1C1CCCC1. The rat oral LD50 is 2.36, given as -log10 of the dose in mol/kg body weight (higher means more acutely toxic).